From a dataset of Catalyst prediction with 721,799 reactions and 888 catalyst types from USPTO. Predict which catalyst facilitates the given reaction. Reactant: [Cl:1][C:2]1[CH:20]=[C:19]([Cl:21])[CH:18]=[CH:17][C:3]=1[CH2:4][NH:5][C:6]([C:8]1[C:9]([O:13][CH:14]([CH3:16])[CH3:15])=[N:10][NH:11][CH:12]=1)=[O:7].Br[CH2:23][C:24](OCC)=[O:25].C(=O)([O-])[O-].[K+].[K+].O. Product: [Cl:1][C:2]1[CH:20]=[C:19]([Cl:21])[CH:18]=[CH:17][C:3]=1[CH2:4][NH:5][C:6]([C:8]1[C:9]([O:13][CH:14]([CH3:16])[CH3:15])=[N:10][N:11]([CH2:23][CH2:24][OH:25])[CH:12]=1)=[O:7]. The catalyst class is: 9.